This data is from Retrosynthesis with 50K atom-mapped reactions and 10 reaction types from USPTO. The task is: Predict the reactants needed to synthesize the given product. (1) Given the product COc1cc2ncnc(Nc3ccc(F)c(Cl)c3)c2cc1OCCCN1CC2CCCC2C1, predict the reactants needed to synthesize it. The reactants are: COc1cc2ncnc(Nc3ccc(F)c(Cl)c3)c2cc1O.ClCCCN1CC2CCCC2C1. (2) Given the product CNCCN(C)c1cc(C)nc2ccccc12, predict the reactants needed to synthesize it. The reactants are: CNCCNC.Cc1cc(Cl)c2ccccc2n1. (3) Given the product N[C@H](CF)c1ccccc1, predict the reactants needed to synthesize it. The reactants are: O=C1c2ccccc2C(=O)N1[C@H](CF)c1ccccc1. (4) Given the product O=C(N[C@H]1CC[C@H](C(F)(F)F)CC1)c1ccc(Cl)nc1Cl, predict the reactants needed to synthesize it. The reactants are: N[C@H]1CC[C@H](C(F)(F)F)CC1.O=C(Cl)c1ccc(Cl)nc1Cl. (5) Given the product O=S(=O)(NC1CCCCC1)c1cccc(Br)c1, predict the reactants needed to synthesize it. The reactants are: NC1CCCCC1.O=S(=O)(Cl)c1cccc(Br)c1. (6) Given the product CC[C@@H]1C[C@H](Nc2ncc(N3CCOCC3)c(Cc3cc(C(F)(F)F)cc(C(F)(F)F)c3)n2)c2nc(OC)ccc2N1, predict the reactants needed to synthesize it. The reactants are: CC[C@@H]1C[C@H](Nc2ncc(N3CCOCC3)c(Cc3cc(C(F)(F)F)cc(C(F)(F)F)c3)n2)c2nc(OC)ccc2N1C(=O)OC(C)(C)C. (7) Given the product COc1cc(C(=O)NCCCN(C)C)ccc1Nc1cncc(-c2ccc(O)cc2)n1, predict the reactants needed to synthesize it. The reactants are: CN(C)CCCN.COc1cc(C(=O)O)ccc1Nc1cncc(-c2ccc(O)cc2)n1. (8) Given the product O=C(O)C1Cc2cccc(-c3ccccc3)c2C1, predict the reactants needed to synthesize it. The reactants are: COC(=O)C1Cc2cccc(-c3ccccc3)c2C1.